From a dataset of Reaction yield outcomes from USPTO patents with 853,638 reactions. Predict the reaction yield, written as a fraction of the theoretical maximum amount of product (1.0 means a 100% yield; for example, 0.34 means a 34% yield). (1) The product is [CH2:8]([O:7][CH2:6][CH:5]([NH:15][C:16](=[O:17])[O:18][CH2:19][C:20]1[CH:33]=[CH:32][C:31]2[C:30](=[O:34])[C:29]3[C:24](=[CH:25][CH:26]=[CH:27][CH:28]=3)[C:23](=[O:35])[C:22]=2[CH:21]=1)[O:4][CH3:1])[C:9]1[CH:14]=[CH:13][CH:12]=[CH:11][CH:10]=1. The yield is 0.900. The catalyst is CO. The reactants are [C:1]([O:4][CH:5]([NH:15][C:16]([O:18][CH2:19][C:20]1[CH:33]=[CH:32][C:31]2[C:30](=[O:34])[C:29]3[C:24](=[CH:25][CH:26]=[CH:27][CH:28]=3)[C:23](=[O:35])[C:22]=2[CH:21]=1)=[O:17])[CH2:6][O:7][CH2:8][C:9]1[CH:14]=[CH:13][CH:12]=[CH:11][CH:10]=1)(=O)C.COCCOC. (2) The reactants are [Br:1][C:2]1[CH:3]=[C:4]2[C:8](=[CH:9][CH:10]=1)[NH:7][CH2:6][CH2:5]2.C(N(CC)CC)C.[CH3:18][C:19]1[CH:27]=[CH:26][CH:25]=[CH:24][C:20]=1[C:21](Cl)=[O:22]. The catalyst is C(Cl)Cl.[OH-].[Na+]. The product is [Br:1][C:2]1[CH:3]=[C:4]2[C:8](=[CH:9][CH:10]=1)[N:7]([C:21]([C:20]1[CH:24]=[CH:25][CH:26]=[CH:27][C:19]=1[CH3:18])=[O:22])[CH2:6][CH2:5]2. The yield is 0.910. (3) The reactants are Cl[C:2]([O:4][C:5]1[CH:10]=[CH:9][C:8]([N+:11]([O-:13])=[O:12])=[CH:7][CH:6]=1)=[O:3].[F:14][C:15]1[CH:16]=[C:17]([CH:23]2[NH:28][C:27]([O:29][CH3:30])=[N:26][C:25]([CH3:31])=[C:24]2[C:32](=[O:34])[CH3:33])[CH:18]=[C:19]([F:22])[C:20]=1[F:21].N1C=CC=CC=1. The catalyst is C(Cl)Cl. The product is [F:14][C:15]1[CH:16]=[C:17]([CH:23]2[N:28]([C:2]([O:4][C:5]3[CH:10]=[CH:9][C:8]([N+:11]([O-:13])=[O:12])=[CH:7][CH:6]=3)=[O:3])[C:27]([O:29][CH3:30])=[N:26][C:25]([CH3:31])=[C:24]2[C:32](=[O:34])[CH3:33])[CH:18]=[C:19]([F:22])[C:20]=1[F:21]. The yield is 0.920. (4) The reactants are Br[C:2]1[C:3](=[O:27])[C:4]([O:19][CH2:20][C:21]2[CH:26]=[CH:25][CH:24]=[CH:23][CH:22]=2)=[C:5]2[C:10](=[O:11])[N:9]3[CH2:12][C@H:13]4[CH2:17][CH2:16][CH2:15][N:14]4[C@@H:8]3[CH2:7][N:6]2[CH:18]=1.[F:28][C:29]1[CH:36]=[C:35]([F:37])[CH:34]=[CH:33]C=1CN.CC[N:40]([CH:44]([CH3:46])C)[CH:41](C)C.CS(C)=[O:49]. The catalyst is C1C=CC(P(C2C=CC=CC=2)[C-]2C=CC=C2)=CC=1.C1C=CC(P(C2C=CC=CC=2)[C-]2C=CC=C2)=CC=1.[Fe+2]. The product is [F:28][C:29]1[CH:36]=[C:35]([F:37])[CH:34]=[CH:33][C:46]=1[CH2:44][NH:40][C:41]([C:2]1[C:3](=[O:27])[C:4]([O:19][CH2:20][C:21]2[CH:26]=[CH:25][CH:24]=[CH:23][CH:22]=2)=[C:5]2[C:10](=[O:11])[N:9]3[CH2:12][C@H:13]4[CH2:17][CH2:16][CH2:15][N:14]4[C@@H:8]3[CH2:7][N:6]2[CH:18]=1)=[O:49]. The yield is 0.560. (5) The reactants are Br[C:2]1[CH:7]=[CH:6][C:5]([O:8][CH2:9][C:10]2[CH:15]=[CH:14][CH:13]=[CH:12][C:11]=2[F:16])=[CH:4][N:3]=1.C(=O)(O)[O-].[Na+].[CH3:22][N:23](C=O)C. The catalyst is [C-]#N.[Zn+2].[C-]#N.C1C=CC([P]([Pd]([P](C2C=CC=CC=2)(C2C=CC=CC=2)C2C=CC=CC=2)([P](C2C=CC=CC=2)(C2C=CC=CC=2)C2C=CC=CC=2)[P](C2C=CC=CC=2)(C2C=CC=CC=2)C2C=CC=CC=2)(C2C=CC=CC=2)C2C=CC=CC=2)=CC=1. The product is [F:16][C:11]1[CH:12]=[CH:13][CH:14]=[CH:15][C:10]=1[CH2:9][O:8][C:5]1[CH:6]=[CH:7][C:2]([C:22]#[N:23])=[N:3][CH:4]=1. The yield is 0.570. (6) The reactants are [Cl:1][C:2]1[C:7]([C:8]([O:10]C(C)(C)C)=[O:9])=[CH:6][CH:5]=[C:4]([N:15]2[CH:19]=[CH:18][C:17]([O:20][CH2:21][C:22]([CH3:25])([CH3:24])[CH3:23])=[N:16]2)[N:3]=1.C(O)(C(F)(F)F)=O. The catalyst is C(Cl)Cl. The product is [Cl:1][C:2]1[C:7]([C:8]([OH:10])=[O:9])=[CH:6][CH:5]=[C:4]([N:15]2[CH:19]=[CH:18][C:17]([O:20][CH2:21][C:22]([CH3:25])([CH3:24])[CH3:23])=[N:16]2)[N:3]=1. The yield is 0.980. (7) The reactants are [CH3:1][O:2][C@H:3]1[C@@H:9]2[O:10][CH2:11][C@H:12]([O:13]C(C3C=CC=CC=3)=O)[C@@H:8]2[O:7][C@@H:4]1[O:5][CH3:6].[OH-].[Na+]. The catalyst is CO.C(OCC)(=O)C. The product is [CH3:1][O:2][C@H:3]1[C@@H:9]2[O:10][CH2:11][C@@H:12]([OH:13])[C@@H:8]2[O:7][C@@H:4]1[O:5][CH3:6]. The yield is 0.850.